Dataset: NCI-60 drug combinations with 297,098 pairs across 59 cell lines. Task: Regression. Given two drug SMILES strings and cell line genomic features, predict the synergy score measuring deviation from expected non-interaction effect. (1) Drug 1: CC12CCC3C(C1CCC2O)C(CC4=C3C=CC(=C4)O)CCCCCCCCCS(=O)CCCC(C(F)(F)F)(F)F. Drug 2: CCCCCOC(=O)NC1=NC(=O)N(C=C1F)C2C(C(C(O2)C)O)O. Cell line: SF-539. Synergy scores: CSS=-0.621, Synergy_ZIP=1.84, Synergy_Bliss=0.743, Synergy_Loewe=0.590, Synergy_HSA=0.448. (2) Drug 2: CC1=C(C(CCC1)(C)C)C=CC(=CC=CC(=CC(=O)O)C)C. Synergy scores: CSS=16.9, Synergy_ZIP=-5.92, Synergy_Bliss=-0.337, Synergy_Loewe=-20.8, Synergy_HSA=-0.579. Cell line: M14. Drug 1: CCC1(CC2CC(C3=C(CCN(C2)C1)C4=CC=CC=C4N3)(C5=C(C=C6C(=C5)C78CCN9C7C(C=CC9)(C(C(C8N6C=O)(C(=O)OC)O)OC(=O)C)CC)OC)C(=O)OC)O.OS(=O)(=O)O. (3) Drug 1: C1=NC2=C(N=C(N=C2N1C3C(C(C(O3)CO)O)O)F)N. Drug 2: CC(C)(C#N)C1=CC(=CC(=C1)CN2C=NC=N2)C(C)(C)C#N. Cell line: A498. Synergy scores: CSS=6.81, Synergy_ZIP=-7.06, Synergy_Bliss=-7.08, Synergy_Loewe=-1.45, Synergy_HSA=-1.29. (4) Drug 1: CN1CCC(CC1)COC2=C(C=C3C(=C2)N=CN=C3NC4=C(C=C(C=C4)Br)F)OC. Drug 2: C1C(C(OC1N2C=NC3=C(N=C(N=C32)Cl)N)CO)O. Cell line: HCT-15. Synergy scores: CSS=12.7, Synergy_ZIP=-4.26, Synergy_Bliss=0.144, Synergy_Loewe=-0.864, Synergy_HSA=1.41.